This data is from Forward reaction prediction with 1.9M reactions from USPTO patents (1976-2016). The task is: Predict the product of the given reaction. (1) Given the reactants [C:1]1([C:7]#[C:8][C:9]2[CH:19]=[CH:18][C:12]([C:13]([O:15]CC)=[O:14])=[CH:11][CH:10]=2)[CH:6]=[CH:5][CH:4]=[CH:3][CH:2]=1.CO.[Li+].[OH-].Cl, predict the reaction product. The product is: [C:1]1([C:7]#[C:8][C:9]2[CH:10]=[CH:11][C:12]([C:13]([OH:15])=[O:14])=[CH:18][CH:19]=2)[CH:2]=[CH:3][CH:4]=[CH:5][CH:6]=1. (2) Given the reactants C[Mg]Br.[CH2:4](OCC)C.[N:9]1([C:18]2[S:22][C:21]([CH:23]=[O:24])=[C:20]([O:25][CH2:26][C:27]3[CH:32]=[CH:31][CH:30]=[CH:29][C:28]=3[CH3:33])[CH:19]=2)[C:13]2[CH:14]=[CH:15][CH:16]=[CH:17][C:12]=2[N:11]=[CH:10]1, predict the reaction product. The product is: [N:9]1([C:18]2[S:22][C:21]([CH:23]([OH:24])[CH3:4])=[C:20]([O:25][CH2:26][C:27]3[CH:32]=[CH:31][CH:30]=[CH:29][C:28]=3[CH3:33])[CH:19]=2)[C:13]2[CH:14]=[CH:15][CH:16]=[CH:17][C:12]=2[N:11]=[CH:10]1. (3) Given the reactants [OH:1][C:2]1[CH:11]=[C:10]2[C:5]([C:6]([O:12][C:13]3[CH:14]=[CH:15][C:16]([NH:19][C:20]([C:22]4[C:23](=[O:35])[N:24]([C:29]5[CH:34]=[CH:33][CH:32]=[CH:31][CH:30]=5)[N:25]([CH3:28])[C:26]=4[CH3:27])=[O:21])=[N:17][CH:18]=3)=[CH:7][CH:8]=[N:9]2)=[CH:4][CH:3]=1.C([O-])([O-])=O.[Cs+].[Cs+].CS(O[CH2:47][CH2:48][CH2:49][C:50]1([OH:53])[CH2:52][CH2:51]1)(=O)=O, predict the reaction product. The product is: [OH:53][C:50]1([CH2:49][CH2:48][CH2:47][O:1][C:2]2[CH:11]=[C:10]3[C:5]([C:6]([O:12][C:13]4[CH:14]=[CH:15][C:16]([NH:19][C:20]([C:22]5[C:23](=[O:35])[N:24]([C:29]6[CH:30]=[CH:31][CH:32]=[CH:33][CH:34]=6)[N:25]([CH3:28])[C:26]=5[CH3:27])=[O:21])=[N:17][CH:18]=4)=[CH:7][CH:8]=[N:9]3)=[CH:4][CH:3]=2)[CH2:52][CH2:51]1. (4) The product is: [CH:1]([N:14]1[CH:19]=[C:18]([C:28]2[CH:29]=[CH:30][C:25]([C:24]([F:35])([F:34])[F:23])=[CH:26][CH:27]=2)[C:17](=[O:21])[NH:16][C:15]1=[O:22])([C:8]1[CH:13]=[CH:12][CH:11]=[CH:10][CH:9]=1)[C:2]1[CH:7]=[CH:6][CH:5]=[CH:4][CH:3]=1. Given the reactants [CH:1]([N:14]1[CH:19]=[C:18](I)[C:17](=[O:21])[NH:16][C:15]1=[O:22])([C:8]1[CH:13]=[CH:12][CH:11]=[CH:10][CH:9]=1)[C:2]1[CH:7]=[CH:6][CH:5]=[CH:4][CH:3]=1.[F:23][C:24]([F:35])([F:34])[C:25]1[CH:30]=[CH:29][C:28](B(O)O)=[CH:27][CH:26]=1, predict the reaction product. (5) Given the reactants [F:1][C:2]1[CH:3]=[N:4][C:5]([C@@H:8]([NH:10][C:11]2[N:12]=[C:13]([NH:30][C:31]3[N:32]=[CH:33][N:34]([CH3:36])[CH:35]=3)[C:14]3[CH:19]=[CH:18][N:17](S(C4C=CC(C)=CC=4)(=O)=O)[C:15]=3[N:16]=2)[CH3:9])=[N:6][CH:7]=1.[OH-].[K+].Cl, predict the reaction product. The product is: [F:1][C:2]1[CH:3]=[N:4][C:5]([C@@H:8]([NH:10][C:11]2[N:12]=[C:13]([NH:30][C:31]3[N:32]=[CH:33][N:34]([CH3:36])[CH:35]=3)[C:14]3[CH:19]=[CH:18][NH:17][C:15]=3[N:16]=2)[CH3:9])=[N:6][CH:7]=1. (6) Given the reactants [Br:1][C:2]1[CH:3]=[N:4][CH:5]=[CH:6][C:7]=1[NH2:8].CCN(C(C)C)C(C)C.[C:18](Cl)(Cl)=[O:19].[Cl:22][C:23]1[CH:28]=[CH:27][CH:26]=[CH:25][C:24]=1[CH:29]([OH:31])[CH3:30], predict the reaction product. The product is: [Cl:22][C:23]1[CH:28]=[CH:27][CH:26]=[CH:25][C:24]=1[CH:29]([O:31][C:18](=[O:19])[NH:8][C:7]1[CH:6]=[CH:5][N:4]=[CH:3][C:2]=1[Br:1])[CH3:30]. (7) Given the reactants Br[C:2]1[C:10]2[C:5](=[N:6][C:7]([CH3:22])=[CH:8][C:9]=2[NH:11][S:12]([C:15]2[CH:20]=[CH:19][CH:18]=[C:17]([Cl:21])[CH:16]=2)(=[O:14])=[O:13])[S:4][C:3]=1[C:23]1[CH:24]=[N:25][N:26](C(OC(C)(C)C)=O)[CH:27]=1.[CH3:35][O:36][C:37]1[CH:38]=[C:39](B2OC(C)(C)C(C)(C)O2)[CH:40]=[C:41]([O:43][CH3:44])[CH:42]=1.C(=O)([O-])[O-].[K+].[K+].O1CCOCC1, predict the reaction product. The product is: [CH3:35][O:36][C:37]1[CH:38]=[C:39]([C:2]2[C:10]3[C:5](=[N:6][C:7]([CH3:22])=[CH:8][C:9]=3[NH:11][S:12]([C:15]3[CH:20]=[CH:19][CH:18]=[C:17]([Cl:21])[CH:16]=3)(=[O:13])=[O:14])[S:4][C:3]=2[C:23]2[CH:27]=[N:26][NH:25][CH:24]=2)[CH:40]=[C:41]([O:43][CH3:44])[CH:42]=1. (8) The product is: [C:7]([C:6]1[CH:9]=[CH:10][C:3]([CH:1]2[C:30]([C:29]([O:35][CH2:36][CH:37]=[CH2:38])=[O:34])=[C:31]([CH3:33])[N:23]([C:19]3[CH:20]=[CH:21][CH:22]=[C:17]([C:16]([F:27])([F:28])[F:15])[CH:18]=3)[C:24](=[O:25])[NH:26]2)=[C:4]([S:11]([CH3:14])(=[O:13])=[O:12])[CH:5]=1)#[N:8]. Given the reactants [CH:1]([C:3]1[CH:10]=[CH:9][C:6]([C:7]#[N:8])=[CH:5][C:4]=1[S:11]([CH3:14])(=[O:13])=[O:12])=O.[F:15][C:16]([F:28])([F:27])[C:17]1[CH:18]=[C:19]([NH:23][C:24]([NH2:26])=[O:25])[CH:20]=[CH:21][CH:22]=1.[C:29]([O:35][CH2:36][CH:37]=[CH2:38])(=[O:34])[CH2:30][C:31]([CH3:33])=O, predict the reaction product. (9) Given the reactants Cl.CN[O:4][CH3:5].CCN=C=NCCC[N:14]([CH3:16])C.CN1CCOCC1.[CH3:24][C:25]([CH3:41])([O:27][C:28]([N:30]1[C@@H:34]([CH2:35][C:36]([OH:38])=O)[CH2:33][O:32][C:31]1([CH3:40])[CH3:39])=[O:29])[CH3:26].Cl, predict the reaction product. The product is: [CH3:5][O:4][CH2:16][NH:14][C:36](=[O:38])[CH2:35][C@H:34]1[CH2:33][O:32][C:31]([CH3:40])([CH3:39])[N:30]1[C:28]([O:27][C:25]([CH3:24])([CH3:26])[CH3:41])=[O:29]. (10) The product is: [ClH:19].[F:1][C:2]([F:13])([F:12])[CH:3]([NH:5][CH3:6])[CH3:4]. Given the reactants [F:1][C:2]([F:13])([F:12])[CH:3]([N:5](C)[C:6](=O)OCC)[CH3:4].C(O)C.[OH-].[K+].[ClH:19], predict the reaction product.